This data is from Reaction yield outcomes from USPTO patents with 853,638 reactions. The task is: Predict the reaction yield, written as a fraction of the theoretical maximum amount of product (1.0 means a 100% yield; for example, 0.34 means a 34% yield). (1) The reactants are [OH:1][C:2]1([CH2:20][C:21]2[S:22][CH:23]=[CH:24][CH:25]=2)[CH2:19][CH:5]2[CH2:6][N:7](C(OCC3C=CC=CC=3)=O)[CH2:8][CH:4]2[CH2:3]1.C([BH-](CC)CC)C.[Li+]. The catalyst is O1CCCC1. The product is [S:22]1[CH:23]=[CH:24][CH:25]=[C:21]1[CH2:20][C:2]1([OH:1])[CH2:19][CH:5]2[CH2:6][NH:7][CH2:8][CH:4]2[CH2:3]1. The yield is 0.857. (2) The reactants are O[N:2]1C(=O)CCC1=O.C1(N=C=NC2CCCCC2)CCCCC1.[CH3:24][C:25]1([CH3:39])[CH2:30][C:29]([CH3:32])([CH3:31])[CH2:28][C:27]([CH2:35][C:36](O)=[O:37])([CH:33]=[CH2:34])[CH2:26]1.[NH4+].[OH-]. The catalyst is C1COCC1. The product is [CH3:24][C:25]1([CH3:39])[CH2:30][C:29]([CH3:32])([CH3:31])[CH2:28][C:27]([CH2:35][C:36]([NH2:2])=[O:37])([CH:33]=[CH2:34])[CH2:26]1. The yield is 0.760.